From a dataset of Full USPTO retrosynthesis dataset with 1.9M reactions from patents (1976-2016). Predict the reactants needed to synthesize the given product. (1) Given the product [Br:1][C:2]1[CH:3]=[CH:4][C:5]([N:8]2[CH2:13][CH2:12][N:11]([CH:15]([CH3:17])[CH3:14])[CH2:10][CH2:9]2)=[CH:6][CH:7]=1, predict the reactants needed to synthesize it. The reactants are: [Br:1][C:2]1[CH:7]=[CH:6][C:5]([N:8]2[CH2:13][CH2:12][NH:11][CH2:10][CH2:9]2)=[CH:4][CH:3]=1.[CH3:14][C:15]([CH3:17])=O.[BH-](OC(C)=O)(OC(C)=O)OC(C)=O.[Na+].CC(O)=O. (2) Given the product [F:20][C:21]1[CH:22]=[CH:23][CH:24]=[C:25]2[C:30]=1[N:29]=[C:28]([C:31]1[CH:36]=[CH:35][CH:34]=[CH:33][CH:32]=1)[C:27]([CH2:37][NH:38][C:2]1[N:10]=[CH:9][N:8]=[C:7]3[C:3]=1[NH:4][CH:5]=[N:6]3)=[CH:26]2, predict the reactants needed to synthesize it. The reactants are: Br[C:2]1[N:10]=[CH:9][N:8]=[C:7]2[C:3]=1[NH:4][CH:5]=[N:6]2.C(N(C(C)C)CC)(C)C.[F:20][C:21]1[CH:22]=[CH:23][CH:24]=[C:25]2[C:30]=1[N:29]=[C:28]([C:31]1[CH:36]=[CH:35][CH:34]=[CH:33][CH:32]=1)[C:27]([CH2:37][NH2:38])=[CH:26]2.